This data is from Full USPTO retrosynthesis dataset with 1.9M reactions from patents (1976-2016). The task is: Predict the reactants needed to synthesize the given product. (1) Given the product [Cl:2][C:3]1[CH:4]=[CH:5][C:6]2[CH2:12][CH2:11][N:10]([C:22](=[O:24])[CH3:23])[CH2:9][C@H:8]([CH3:13])[C:7]=2[CH:14]=1, predict the reactants needed to synthesize it. The reactants are: Cl.[Cl:2][C:3]1[CH:4]=[CH:5][C:6]2[CH2:12][CH2:11][NH:10][CH2:9][C@H:8]([CH3:13])[C:7]=2[CH:14]=1.C(N(CC)CC)C.[C:22](Cl)(=[O:24])[CH3:23]. (2) Given the product [CH2:8]([NH:9][C:15]1[N:14]=[C:13]([C:12]2[C:8]([C:5]3[CH:6]=[CH:7][C:2]([F:1])=[CH:3][CH:4]=3)=[N:9][N:10]([CH:23]([CH3:25])[CH3:24])[CH:11]=2)[CH:18]=[CH:17][N:16]=1)[C:5]1[CH:6]=[CH:7][CH:2]=[CH:3][CH:4]=1, predict the reactants needed to synthesize it. The reactants are: [F:1][C:2]1[CH:7]=[CH:6][C:5]([C:8]2[C:12]([C:13]3[CH:18]=[CH:17][N:16]=[C:15](S(C)(=O)=O)[N:14]=3)=[CH:11][N:10]([CH:23]([CH3:25])[CH3:24])[N:9]=2)=[CH:4][CH:3]=1. (3) Given the product [CH2:24]([O:12][C:10]1[C:9]([CH:13]([CH3:15])[CH3:14])=[CH:8][C:3]([C:4]([O:6][CH3:7])=[O:5])=[C:2]([OH:1])[CH:11]=1)[CH:23]=[CH2:22], predict the reactants needed to synthesize it. The reactants are: [OH:1][C:2]1[CH:11]=[C:10]([OH:12])[C:9]([CH:13]([CH3:15])[CH3:14])=[CH:8][C:3]=1[C:4]([O:6][CH3:7])=[O:5].C(=O)([O-])[O-].[K+].[K+].[CH2:22](Br)[CH:23]=[CH2:24]. (4) Given the product [NH2:24][C:12]1[CH:11]=[CH:10][C:9]([O:8][CH2:7][C:6]2[CH:27]=[CH:28][C:3]([O:2][CH3:1])=[CH:4][CH:5]=2)=[CH:14][C:13]=1[CH2:15][NH:16][C:17](=[O:23])[O:18][C:19]([CH3:21])([CH3:20])[CH3:22], predict the reactants needed to synthesize it. The reactants are: [CH3:1][O:2][C:3]1[CH:28]=[CH:27][C:6]([CH2:7][O:8][C:9]2[CH:10]=[CH:11][C:12]([N+:24]([O-])=O)=[C:13]([CH2:15][NH:16][C:17](=[O:23])[O:18][C:19]([CH3:22])([CH3:21])[CH3:20])[CH:14]=2)=[CH:5][CH:4]=1.[Cl-].[NH4+]. (5) Given the product [NH2:6][C:7]1[C:12]2[C:13]([C:16]3[CH:17]=[CH:18][C:19]([NH:22][C:23]([NH:25][C:26]4[CH:31]=[CH:30][CH:29]=[C:28]([F:32])[CH:27]=4)=[O:24])=[CH:20][CH:21]=3)=[CH:14][S:15][C:11]=2[C:10]([C:33]2[CH:34]=[N:35][N:36]([CH2:38][CH2:39][OH:40])[CH:37]=2)=[CH:9][N:8]=1.[S:1](=[O:3])(=[O:2])([OH:5])[OH:4], predict the reactants needed to synthesize it. The reactants are: [S:1]([OH:5])([OH:4])(=[O:3])=[O:2].[NH2:6][C:7]1[C:12]2[C:13]([C:16]3[CH:21]=[CH:20][C:19]([NH:22][C:23]([NH:25][C:26]4[CH:31]=[CH:30][CH:29]=[C:28]([F:32])[CH:27]=4)=[O:24])=[CH:18][CH:17]=3)=[CH:14][S:15][C:11]=2[C:10]([C:33]2[CH:34]=[N:35][N:36]([CH2:38][CH2:39][OH:40])[CH:37]=2)=[CH:9][N:8]=1.